From a dataset of Peptide-MHC class II binding affinity with 134,281 pairs from IEDB. Regression. Given a peptide amino acid sequence and an MHC pseudo amino acid sequence, predict their binding affinity value. This is MHC class II binding data. (1) The peptide sequence is MGRDIKVQFQSGGAN. The MHC is DRB1_1302 with pseudo-sequence DRB1_1302. The binding affinity (normalized) is 0.209. (2) The binding affinity (normalized) is 0.551. The peptide sequence is RQDLELSWNLNGLQAY. The MHC is DRB1_1302 with pseudo-sequence DRB1_1302.